Dataset: Forward reaction prediction with 1.9M reactions from USPTO patents (1976-2016). Task: Predict the product of the given reaction. (1) Given the reactants [CH3:1][C:2]([CH3:21])([CH3:20])[CH2:3][N:4]([CH2:17][CH2:18][OH:19])[C:5]1[CH:12]=[CH:11][C:8]([C:9]#[N:10])=[C:7]([C:13]([F:16])([F:15])[F:14])[CH:6]=1.[C:22]([NH:25][C:26]1[CH:31]=[CH:30][C:29](O)=[CH:28][CH:27]=1)(=[O:24])[CH3:23], predict the reaction product. The product is: [C:9]([C:8]1[CH:11]=[CH:12][C:5]([N:4]([CH2:3][C:2]([CH3:21])([CH3:20])[CH3:1])[CH2:17][CH2:18][O:19][C:29]2[CH:30]=[CH:31][C:26]([NH:25][C:22](=[O:24])[CH3:23])=[CH:27][CH:28]=2)=[CH:6][C:7]=1[C:13]([F:14])([F:15])[F:16])#[N:10]. (2) Given the reactants [Cl:1][CH2:2][CH2:3][CH2:4][C:5]1[CH:6]=[C:7]2[C:12](=[CH:13][C:14]=1[F:15])[NH:11][C:10](=O)[CH2:9][C:8]2([CH3:18])[CH3:17].B.C1COCC1, predict the reaction product. The product is: [Cl:1][CH2:2][CH2:3][CH2:4][C:5]1[CH:6]=[C:7]2[C:12](=[CH:13][C:14]=1[F:15])[NH:11][CH2:10][CH2:9][C:8]2([CH3:18])[CH3:17]. (3) Given the reactants [CH2:1]([O:8][C:9]1[CH:14]=[CH:13][C:12]([CH2:15][N:16]([CH2:27][C:28]2[CH:33]=[CH:32][C:31]([F:34])=[CH:30][CH:29]=2)[CH2:17][C:18]2[NH:19][CH:20]=[C:21]([C:23]([F:26])([F:25])[F:24])[N:22]=2)=[CH:11][CH:10]=1)[C:2]1[CH:7]=[CH:6][CH:5]=[CH:4][CH:3]=1.[CH3:35][O-].[Na+], predict the reaction product. The product is: [CH2:1]([O:8][C:9]1[CH:10]=[CH:11][C:12]([CH2:15][N:16]([CH2:27][C:28]2[CH:29]=[CH:30][C:31]([F:34])=[CH:32][CH:33]=2)[CH2:17][C:18]2[N:19]([CH3:35])[CH:20]=[C:21]([C:23]([F:25])([F:26])[F:24])[N:22]=2)=[CH:13][CH:14]=1)[C:2]1[CH:3]=[CH:4][CH:5]=[CH:6][CH:7]=1. (4) Given the reactants [C:1]([C:5]1[CH:6]=[C:7]([CH2:12][CH2:13][C:14]2([CH:22]3[CH2:26][CH2:25][CH2:24][CH2:23]3)[O:19][C:18](=[O:20])[CH2:17][C:16](=[O:21])[CH2:15]2)[CH:8]=[CH:9][C:10]=1[OH:11])([CH3:4])([CH3:3])[CH3:2].[CH3:27][C:28]1[CH:33]=[C:32]([CH3:34])[N:31]2[N:35]=[C:36]([CH:38]=O)[N:37]=[C:30]2[N:29]=1, predict the reaction product. The product is: [C:1]([C:5]1[CH:6]=[C:7]([CH2:12][CH2:13][C:14]2([CH:22]3[CH2:26][CH2:25][CH2:24][CH2:23]3)[O:19][C:18](=[O:20])[C:17]([CH2:38][C:36]3[N:37]=[C:30]4[N:29]=[C:28]([CH3:27])[CH:33]=[C:32]([CH3:34])[N:31]4[N:35]=3)=[C:16]([OH:21])[CH2:15]2)[CH:8]=[CH:9][C:10]=1[OH:11])([CH3:4])([CH3:2])[CH3:3]. (5) Given the reactants [NH2:1][C:2]1[N:7]=[N:6][C:5]([C:8]2[C:16]3[C:11](=[N:12][CH:13]=[CH:14][CH:15]=3)[N:10]([CH2:17][C:18]3[CH:23]=[CH:22][CH:21]=[CH:20][C:19]=3[F:24])[N:9]=2)=[N:4][C:3]=1O.[NH3:26], predict the reaction product. The product is: [F:24][C:19]1[CH:20]=[CH:21][CH:22]=[CH:23][C:18]=1[CH2:17][N:10]1[C:11]2=[N:12][CH:13]=[CH:14][CH:15]=[C:16]2[C:8]([C:5]2[N:6]=[N:7][C:2]([NH2:1])=[C:3]([NH2:26])[N:4]=2)=[N:9]1. (6) Given the reactants [CH3:1][O:2][C:3]1[CH:8]=[CH:7][C:6]([N:9]2[C:13]3=[C:14]4[C:18](=[CH:19][CH:20]=[C:12]3[C:11]([C:21]([O:23]CC)=[O:22])=[N:10]2)[NH:17][N:16]=[CH:15]4)=[CH:5][CH:4]=1.[OH-].[Na+].Cl, predict the reaction product. The product is: [CH3:1][O:2][C:3]1[CH:8]=[CH:7][C:6]([N:9]2[C:13]3=[C:14]4[C:18](=[CH:19][CH:20]=[C:12]3[C:11]([C:21]([OH:23])=[O:22])=[N:10]2)[NH:17][N:16]=[CH:15]4)=[CH:5][CH:4]=1. (7) Given the reactants [NH2:1][C:2]1[C:7]([CH2:8][OH:9])=[C:6]([C:10]2[CH:15]=[CH:14][C:13]([NH:16][C:17](=[O:19])[CH3:18])=[C:12]([OH:20])[CH:11]=2)[CH:5]=[C:4]([C:21]2[C:26]([O:27]CC3C=CC(OC)=CC=3)=[CH:25][CH:24]=[CH:23][C:22]=2[O:37][CH2:38][CH:39]2[CH2:41][CH2:40]2)[N:3]=1.Cl, predict the reaction product. The product is: [NH2:1][C:2]1[C:7]([CH2:8][OH:9])=[C:6]([C:10]2[CH:15]=[CH:14][C:13]([NH:16][C:17](=[O:19])[CH3:18])=[C:12]([OH:20])[CH:11]=2)[CH:5]=[C:4]([C:21]2[C:26]([OH:27])=[CH:25][CH:24]=[CH:23][C:22]=2[O:37][CH2:38][CH:39]2[CH2:41][CH2:40]2)[N:3]=1.